The task is: Predict the reactants needed to synthesize the given product.. This data is from Full USPTO retrosynthesis dataset with 1.9M reactions from patents (1976-2016). (1) Given the product [C:96]([OH:98])(=[O:97])[CH3:95].[C:96]([OH:98])(=[O:97])[CH3:95].[NH2:1][C:2]1[C:3]2[N:10]([C:11]3[CH:16]=[CH:15][C:14]([NH:17][S:39]([C:33]4[CH:38]=[CH:37][CH:36]=[CH:35][CH:34]=4)(=[O:41])=[O:40])=[C:13]([O:18][CH3:19])[CH:12]=3)[N:9]=[C:8]([CH:20]3[CH2:21][CH2:22][NH:23][CH2:24][CH2:25]3)[C:4]=2[N:5]=[CH:6][N:7]=1, predict the reactants needed to synthesize it. The reactants are: [NH2:1][C:2]1[C:3]2[N:10]([C:11]3[CH:16]=[CH:15][C:14]([NH2:17])=[C:13]([O:18][CH3:19])[CH:12]=3)[N:9]=[C:8]([CH:20]3[CH2:25][CH2:24][N:23](C(OC(C)(C)C)=O)[CH2:22][CH2:21]3)[C:4]=2[N:5]=[CH:6][N:7]=1.[C:33]1([S:39](Cl)(=[O:41])=[O:40])[CH:38]=[CH:37][CH:36]=[CH:35][CH:34]=1.NC1C2N(C3C=CC(NC(C4N(C)C5C(C=4)=CC=CC=5)=O)=C(OC)C=3)N=C(C3CCNCC3)C=2N=CN=1.CO[C@@H]1[C@@H:95]([C:96]([O:98]C)=[O:97])[C@@H]2[C@@H](CN3[C@H](C2)C2NC4C=C(OC)C=CC=4C=2CC3)C[C@H]1[O:98][C:96]([C:95]1C=C(OC)C(OC)=C(OC)C=1)=[O:97]. (2) Given the product [C:11]([O:15][C:16]([N:18]1[CH2:22][CH2:21][C@@H:20]([O:23][Si:24]([C:27]([CH3:30])([CH3:29])[CH3:28])([CH3:26])[CH3:25])[C@H:19]1[CH:31]=[O:32])=[O:17])([CH3:14])([CH3:13])[CH3:12], predict the reactants needed to synthesize it. The reactants are: CS(C)=O.C(Cl)(=O)C(Cl)=O.[C:11]([O:15][C:16]([N:18]1[CH2:22][CH2:21][C@@H:20]([O:23][Si:24]([C:27]([CH3:30])([CH3:29])[CH3:28])([CH3:26])[CH3:25])[C@H:19]1[CH2:31][OH:32])=[O:17])([CH3:14])([CH3:13])[CH3:12].C(N(CC)CC)C. (3) Given the product [CH2:1]([N:3]1[C:7]([C:8]([N:10]2[CH2:15][CH2:14][CH:13]([N:16]3[CH2:20][CH2:19][CH2:18][CH2:17]3)[CH2:12][CH2:11]2)=[O:9])=[C:6]([C:36]2[CH:37]=[N:32][CH:33]=[N:34][CH:35]=2)[N:5]=[C:4]1[C:22]1[CH:27]=[CH:26][CH:25]=[C:24]([C:28]([F:31])([F:30])[F:29])[CH:23]=1)[CH3:2], predict the reactants needed to synthesize it. The reactants are: [CH2:1]([N:3]1[C:7]([C:8]([N:10]2[CH2:15][CH2:14][CH:13]([N:16]3[CH2:20][CH2:19][CH2:18][CH2:17]3)[CH2:12][CH2:11]2)=[O:9])=[C:6](I)[N:5]=[C:4]1[C:22]1[CH:27]=[CH:26][CH:25]=[C:24]([C:28]([F:31])([F:30])[F:29])[CH:23]=1)[CH3:2].[N:32]1[CH:37]=[C:36](B(O)O)[CH:35]=[N:34][CH:33]=1. (4) Given the product [C:39]([OH:42])(=[O:41])[CH3:40].[NH2:23][C:21]1[N:20]=[CH:19][N:18]=[C:17]2[N:16]([C@H:24]3[CH2:29][CH2:28][C@@H:27]([N:30]4[CH2:35][CH2:34][N:33]([CH3:36])[CH2:32][CH2:31]4)[CH2:26][CH2:25]3)[N:15]=[C:14]([C:11]3[CH:12]=[CH:13][C:8]([O:7][C:6]4[CH:5]=[CH:4][C:3]([CH2:2][NH:1][C:39](=[O:41])[CH3:40])=[CH:38][CH:37]=4)=[CH:9][CH:10]=3)[C:22]=12, predict the reactants needed to synthesize it. The reactants are: [NH2:1][CH2:2][C:3]1[CH:38]=[CH:37][C:6]([O:7][C:8]2[CH:13]=[CH:12][C:11]([C:14]3[C:22]4[C:17](=[N:18][CH:19]=[N:20][C:21]=4[NH2:23])[N:16]([C@H:24]4[CH2:29][CH2:28][C@@H:27]([N:30]5[CH2:35][CH2:34][N:33]([CH3:36])[CH2:32][CH2:31]5)[CH2:26][CH2:25]4)[N:15]=3)=[CH:10][CH:9]=2)=[CH:5][CH:4]=1.[C:39]([O:42]C(=O)C)(=[O:41])[CH3:40]. (5) Given the product [C:11]([O:14][CH:6]1[O:7][C@H:21]([CH3:24])[C@@H:20]([O:19][C:16](=[O:18])[CH3:17])[C@H:8]1[O:9][C:3](=[O:2])[CH3:4])(=[O:13])[CH3:12], predict the reactants needed to synthesize it. The reactants are: C[O:2][CH:3]1[O:9][C@H:8](C)[C@@H:6]([OH:7])[C@H:4]1O.[C:11]([O-:14])(=[O:13])[CH3:12].[Na+].[C:16]([O:19][C:20](=O)[CH3:21])(=[O:18])[CH3:17].N1C=CC=C[CH:24]=1.S(=O)(=O)(O)O.C(=O)(O)[O-].[Na+]. (6) Given the product [O:1]1[C:5]2[CH:6]=[CH:7][CH:8]=[CH:9][C:4]=2[C:3]([NH:10][C:11]([N:30]2[CH2:31][CH2:32][CH:27]([C:29]3[CH:28]=[C:27]([C:21]4[CH:22]=[CH:23][C:24]([F:26])=[CH:25][C:20]=4[F:19])[CH:32]=[CH:31][N:30]=3)[CH2:28][CH2:29]2)=[O:18])=[N:2]1, predict the reactants needed to synthesize it. The reactants are: [O:1]1[C:5]2[CH:6]=[CH:7][CH:8]=[CH:9][C:4]=2[C:3]([NH:10][C:11](=[O:18])OCC(Cl)(Cl)Cl)=[N:2]1.[F:19][C:20]1[CH:25]=[C:24]([F:26])[CH:23]=[CH:22][C:21]=1[C:27]1[CH:32]=[CH:31][N:30]=[C:29](N2CCNCC2)[CH:28]=1.